This data is from Full USPTO retrosynthesis dataset with 1.9M reactions from patents (1976-2016). The task is: Predict the reactants needed to synthesize the given product. (1) Given the product [CH:2]([C:1]1[N:17]2[C:16]([CH3:18])=[CH:15][CH:14]=[C:9]([C:10]([O:12][CH3:13])=[O:11])[C:8]2=[N:7][N:6]=1)([CH3:4])[CH3:3], predict the reactants needed to synthesize it. The reactants are: [C:1]([NH:6][NH:7][C:8]1[N:17]=[C:16]([CH3:18])[CH:15]=[CH:14][C:9]=1[C:10]([O:12][CH3:13])=[O:11])(=O)[CH:2]([CH3:4])[CH3:3].P(Cl)(Cl)(Cl)=O. (2) Given the product [Cl:1][C:2]1[C:7]([N:8]2[C:12]([CH3:13])=[C:11]([C:14]3[CH2:15][CH2:16][N:17]([C:20]([O:22][CH:23]([CH3:25])[CH3:24])=[O:21])[CH2:18][CH:19]=3)[N:10]=[N:9]2)=[CH:6][CH:5]=[CH:4][N:3]=1, predict the reactants needed to synthesize it. The reactants are: [Cl:1][C:2]1[C:7]([N:8]2[C:12]([CH3:13])=[C:11]([C:14]3[CH2:15][CH2:16][N:17]([C:20]([O:22][C:23](C)([CH3:25])[CH3:24])=[O:21])[CH2:18][CH:19]=3)[N:10]=[N:9]2)=[CH:6][CH:5]=[CH:4][N:3]=1.